From a dataset of Experimentally validated miRNA-target interactions with 360,000+ pairs, plus equal number of negative samples. Binary Classification. Given a miRNA mature sequence and a target amino acid sequence, predict their likelihood of interaction. (1) The miRNA is mmu-miR-705 with sequence GGUGGGAGGUGGGGUGGGCA. The protein sequence of the target gene is MRVAGAAKLVVAVAVFLLTFYVISQVFEIKMDASLGNLFARSALDTAARSTKPPRYKCGISKACPEKHFAFKMASGAANVVGPKICLEDNVLMSGVKNNVGRGINVALANGKTGEVLDTKYFDMWGGDVAPFIEFLKAIQDGTIVLMGTYDDGATKLNDEARRLIADLGSTSITNLGFRDNWVFCGGKGIKTKSPFEQHIKNNKDTNKYEGWPEVVEMEGCIPQKQD. Result: 0 (no interaction). (2) The miRNA is hsa-miR-101-5p with sequence CAGUUAUCACAGUGCUGAUGCU. The protein sequence of the target gene is MSLLNCENSCASSQSSSDCCAAMANSCSAAMKDDSVSGCVSTGNLSSSFMEEIQGYDVEFDPPLESKYECPICLMALREAVQTPCGHRFCKACITKSIRDAGHKCPVDNEILLENQLFPDNFAKREILSLTVKCPNKGCVQKMELRHLEDHQVHCEFALVICPQCQRFFQKCQINKHIIEDCPRRQVSCVNCAVPMPYEEKEIHDQSCPLANIICEYCGTILIREQMPNHYDLDCPTAPVPCTFSVFGCHEKMQRNHLARHLQENTQLHMRLLAQAVHNVNLSLRPCDASSPSRGCRPED.... Result: 0 (no interaction). (3) The miRNA is hsa-miR-23c with sequence AUCACAUUGCCAGUGAUUACCC. The protein sequence of the target gene is MKTLPAMLGTGKLFWVFFLIPYLDIWNIHGKESCDVQLYIKRQSEHSILAGDPFELECPVKYCANRPHVTWCKLNGTTCVKLEDRQTSWKEEKNISFFILHFEPVLPNDNGSYRCSANFQSNLIESHSTTLYVTDVKSASERPSKDEMASRPWLLYRLLPLGGLPLLITTCFCLFCCLRRHQGKQNELSDTAGREINLVDAHLKSEQTEASTRQNSQVLLSETGIYDNDPDLCFRMQEGSEVYSNPCLEENKPGIVYASLNHSVIGPNSRLARNVKEAPTEYASICVRS. Result: 1 (interaction).